This data is from Full USPTO retrosynthesis dataset with 1.9M reactions from patents (1976-2016). The task is: Predict the reactants needed to synthesize the given product. (1) Given the product [C:17]1([C:16]2[C:15]([C:14]([O:24][CH3:25])=[O:23])=[CH:10][NH:11][CH:12]=2)[CH:18]=[CH:19][CH:20]=[CH:21][CH:22]=1, predict the reactants needed to synthesize it. The reactants are: C1(C)C=CC(S([CH2:10][N+:11]#[C-:12])(=O)=O)=CC=1.[C:14]([O:24][CH3:25])(=[O:23])[CH:15]=[CH:16][C:17]1[CH:22]=[CH:21][CH:20]=[CH:19][CH:18]=1.CC(C)([O-])C.[K+]. (2) Given the product [O:26]1[C:30]2[CH:31]=[CH:32][C:33]([NH:35][C:7]3[C:6]([C:9]([N:11]4[CH2:16][CH2:15][CH:14]([C:17]5[CH:22]=[CH:21][C:20]([F:23])=[CH:19][CH:18]=5)[CH2:13][CH2:12]4)=[O:10])=[CH:5][N:4]([CH3:24])[C:3](=[O:25])[C:2]=3[Cl:1])=[CH:34][C:29]=2[N:28]=[CH:27]1, predict the reactants needed to synthesize it. The reactants are: [Cl:1][C:2]1[C:3](=[O:25])[N:4]([CH3:24])[CH:5]=[C:6]([C:9]([N:11]2[CH2:16][CH2:15][CH:14]([C:17]3[CH:22]=[CH:21][C:20]([F:23])=[CH:19][CH:18]=3)[CH2:13][CH2:12]2)=[O:10])[C:7]=1Cl.[O:26]1[C:30]2[CH:31]=[CH:32][C:33]([NH2:35])=[CH:34][C:29]=2[N:28]=[CH:27]1. (3) Given the product [O:2]1[C:6]2[CH:7]=[CH:8][C:9]([N:11]([CH3:30])[C:12](=[O:29])[C@@H:13]([NH:21][C:50]([NH:49][S:46]([C:40]3[CH:41]=[CH:42][CH:43]=[CH:44][CH:45]=3)(=[O:47])=[O:48])=[O:51])[CH2:14][C:15]3[CH:16]=[CH:17][CH:18]=[CH:19][CH:20]=3)=[CH:10][C:5]=2[O:4][CH2:3]1, predict the reactants needed to synthesize it. The reactants are: Cl.[O:2]1[C:6]2[CH:7]=[CH:8][C:9]([N:11]([CH3:30])[C:12](=[O:29])[C@@H:13]([NH:21]C(=O)OC(C)(C)C)[CH2:14][C:15]3[CH:20]=[CH:19][CH:18]=[CH:17][CH:16]=3)=[CH:10][C:5]=2[O:4][CH2:3]1.C(N(C(C)C)CC)(C)C.[C:40]1([S:46]([N:49]=[C:50]=[O:51])(=[O:48])=[O:47])[CH:45]=[CH:44][CH:43]=[CH:42][CH:41]=1. (4) Given the product [F:1][C:2]1[CH:7]=[CH:6][C:5]([CH2:8][CH2:9][N:10]([CH3:21])[S:11]([C:14]2[CH:18]=[C:17]([CH:19]([OH:20])[CH:22]([CH3:24])[CH3:23])[S:16][CH:15]=2)(=[O:13])=[O:12])=[CH:4][CH:3]=1, predict the reactants needed to synthesize it. The reactants are: [F:1][C:2]1[CH:7]=[CH:6][C:5]([CH2:8][CH2:9][N:10]([CH3:21])[S:11]([C:14]2[CH:18]=[C:17]([CH:19]=[O:20])[S:16][CH:15]=2)(=[O:13])=[O:12])=[CH:4][CH:3]=1.[CH:22]([Mg]Br)([CH3:24])[CH3:23].O1CCCC1.[Cl-].[NH4+]. (5) The reactants are: [CH3:1][CH2:2][O-].[Na+].[CH2:5]([C:7]([CH2:17][CH3:18])([CH2:11][CH2:12][CH2:13][C:14]([OH:16])=[O:15])[C:8]([OH:10])=[O:9])[CH3:6].[CH2:19](Cl)[C:20]1[CH:25]=[CH:24][CH:23]=[CH:22][CH:21]=1.[C:27]1(=O)[CH2:31][CH2:30][CH2:29][CH2:28]1.C(OCC1C=CC=CC=1)C.Cl. Given the product [CH2:1]([C:13]([CH2:19][C:20]1[CH:25]=[CH:24][CH:23]=[CH:22][CH:21]=1)([C:14]([OH:16])=[O:15])[CH2:12][CH2:11][C:7]([CH2:5][CH3:6])([CH2:17][C:18]1[CH:28]=[CH:29][CH:30]=[CH:31][CH:27]=1)[C:8]([OH:10])=[O:9])[CH3:2], predict the reactants needed to synthesize it. (6) Given the product [CH3:5][N:12]1[CH:13]=[C:14]([C:15]([O:17][CH2:18][CH3:19])=[O:16])[C:9](=[O:8])[C:10]2[S:22][CH:21]=[CH:20][C:11]1=2, predict the reactants needed to synthesize it. The reactants are: S(OC)(O[CH3:5])(=O)=O.[OH:8][C:9]1[C:14]([C:15]([O:17][CH2:18][CH3:19])=[O:16])=[CH:13][N:12]=[C:11]2[CH:20]=[CH:21][S:22][C:10]=12.[OH-].[K+]. (7) The reactants are: [OH:1][CH2:2][CH2:3][NH:4][C:5]1[CH:10]=[C:9]([O:11][CH3:12])[CH:8]=[CH:7][C:6]=1[NH2:13].[N+:14]([C:17]1[CH:18]=[C:19]2[C:30](=O)[O:29][C:27](=[O:28])[C:21]3[CH:22]=[CH:23][CH:24]=[C:25]([CH:26]=1)[C:20]2=3)([O-:16])=[O:15]. Given the product [OH:1][CH2:2][CH2:3][NH:4][C:5]1[CH:10]=[C:9]([O:11][CH3:12])[CH:8]=[CH:7][C:6]=1[N:13]1[C:30](=[O:29])[C:19]2[CH:18]=[C:17]([N+:14]([O-:16])=[O:15])[CH:26]=[C:25]3[C:20]=2[C:21](=[CH:22][CH:23]=[CH:24]3)[C:27]1=[O:28], predict the reactants needed to synthesize it. (8) Given the product [Cl:1][C:2]1[CH:7]=[CH:6][C:5]([C@@:8]2([CH3:37])[C@:12]([C:14]3[CH:15]=[CH:16][C:17]([Cl:20])=[CH:18][CH:19]=3)([CH3:13])[N:11]([C:21]([N:50]3[CH2:51][CH2:52][N:47]([CH2:46][CH2:45][CH2:44][S:41]([CH3:40])(=[O:42])=[O:43])[CH2:48][CH2:49]3)=[O:22])[C:10]([C:24]3[CH:29]=[CH:28][C:27]([S:30]([CH3:33])(=[O:31])=[O:32])=[CH:26][C:25]=3[O:34][CH2:35][CH3:36])=[N:9]2)=[CH:4][CH:3]=1, predict the reactants needed to synthesize it. The reactants are: [Cl:1][C:2]1[CH:7]=[CH:6][C:5]([C:8]2([CH3:37])[C:12]([C:14]3[CH:19]=[CH:18][C:17]([Cl:20])=[CH:16][CH:15]=3)([CH3:13])[N:11]([C:21](Cl)=[O:22])[C:10]([C:24]3[CH:29]=[CH:28][C:27]([S:30]([CH3:33])(=[O:32])=[O:31])=[CH:26][C:25]=3[O:34][CH2:35][CH3:36])=[N:9]2)=[CH:4][CH:3]=1.Cl.Cl.[CH3:40][S:41]([CH2:44][CH2:45][CH2:46][N:47]1[CH2:52][CH2:51][NH:50][CH2:49][CH2:48]1)(=[O:43])=[O:42].